From a dataset of Full USPTO retrosynthesis dataset with 1.9M reactions from patents (1976-2016). Predict the reactants needed to synthesize the given product. (1) Given the product [Br:16][C:14]1[CH:15]=[C:10]([NH:8][C:6]2[CH:5]=[CH:4][N:3]=[C:2]([CH3:1])[N:7]=2)[C:11](=[O:18])[N:12]([CH3:17])[CH:13]=1, predict the reactants needed to synthesize it. The reactants are: [CH3:1][C:2]1[N:7]=[C:6]([NH2:8])[CH:5]=[CH:4][N:3]=1.Br[C:10]1[C:11](=[O:18])[N:12]([CH3:17])[CH:13]=[C:14]([Br:16])[CH:15]=1. (2) Given the product [CH3:21][C:18]([CH3:22])([CH2:19][CH3:20])[CH2:17][C:15]1[N:16]=[C:12]([C:9]([OH:11])([CH3:10])[CH2:8][C:5]2[CH:6]=[CH:7][C:2]([C:38]3[CH:39]=[CH:40][CH:41]=[CH:42][C:37]=3[S:36][CH3:35])=[CH:3][CH:4]=2)[N:13]([S:23]([N:26]([CH3:28])[CH3:27])(=[O:25])=[O:24])[CH:14]=1, predict the reactants needed to synthesize it. The reactants are: Br[C:2]1[CH:7]=[CH:6][C:5]([CH2:8][C:9]([C:12]2[N:13]([S:23]([N:26]([CH3:28])[CH3:27])(=[O:25])=[O:24])[CH:14]=[C:15]([CH2:17][C:18]([CH3:22])([CH3:21])[CH2:19][CH3:20])[N:16]=2)([OH:11])[CH3:10])=[CH:4][CH:3]=1.C(=O)([O-])[O-].[Na+].[Na+].[CH3:35][S:36][C:37]1[CH:42]=[CH:41][CH:40]=[CH:39][C:38]=1B(O)O.O. (3) Given the product [CH3:17][C:13]1[CH:14]=[CH:15][CH:16]=[C:10]([CH2:9][O:8][B:7]([O-:18])[O:6][CH2:5][C:4]2[C:3](=[C:2]([CH3:1])[CH:21]=[CH:20][CH:19]=2)[OH:22])[C:11]=1[OH:12].[CH2:25]([N+:29]1[CH:33]=[CH:32][N:31]([CH3:34])[CH:30]=1)[CH2:26][CH2:27][CH3:28], predict the reactants needed to synthesize it. The reactants are: [CH3:1][C:2]1[CH:21]=[CH:20][CH:19]=[C:4]([CH2:5][O:6][B:7]([O-:18])[O:8][CH2:9][C:10]2[C:11](=[C:13]([CH3:17])[CH:14]=[CH:15][CH:16]=2)[OH:12])[C:3]=1[OH:22].[Li+].[Cl-].[CH2:25]([N+:29]1[CH:33]=[CH:32][N:31]([CH3:34])[CH:30]=1)[CH2:26][CH2:27][CH3:28]. (4) Given the product [Cl:1][C:2]1[CH:7]=[C:6]([C:8]([OH:10])=[O:9])[CH:5]=[C:4]2[C:3]=1[C:15](=[O:17])[N:29]([C:23]1[CH:22]=[CH:21][C:26]([O:27][CH3:28])=[C:25]([O:37][CH3:36])[N:24]=1)[C:13](=[S:14])[NH:12]2, predict the reactants needed to synthesize it. The reactants are: [Cl:1][C:2]1[CH:7]=[C:6]([C:8]([O:10]C)=[O:9])[CH:5]=[C:4]([N:12]=[C:13]=[S:14])[C:3]=1[C:15]([O:17]C)=O.CO[C:21]1[C:26]([O:27][CH3:28])=[CH:25][N:24]=[C:23]([NH2:29])[CH:22]=1.[OH-].[Na+].Cl.CN([CH:36]=[O:37])C. (5) Given the product [F:2][C:3]1[CH:12]=[CH:11][C:10]([OH:13])=[C:9]2[C:4]=1[C:5](=[O:25])[C:6]([C:17]1[CH:22]=[CH:21][C:20]([O:23][CH3:24])=[CH:19][CH:18]=1)=[CH:7][NH:8]2, predict the reactants needed to synthesize it. The reactants are: Cl.[F:2][C:3]1[CH:12]=[CH:11][C:10]([O:13]COC)=[C:9]2[C:4]=1[C:5](=[O:25])[C:6]([C:17]1[CH:22]=[CH:21][C:20]([O:23][CH3:24])=[CH:19][CH:18]=1)=[CH:7][NH:8]2.O.[Na]. (6) Given the product [CH2:1]([O:3][C:4]1[CH:5]=[C:6]([CH:12]([N:17]2[C:25](=[O:26])[C:24]3[C:19](=[CH:20][CH:21]=[CH:22][C:23]=3[NH:27][C:28](=[O:30])[CH3:29])[C:18]2=[O:31])[CH2:13][C:14](=[O:16])[CH3:15])[CH:7]=[CH:8][C:9]=1[O:10][CH3:11])[CH3:2], predict the reactants needed to synthesize it. The reactants are: [CH2:1]([O:3][C:4]1[CH:5]=[C:6]([CH:12]([N:17]2[C:25](=[O:26])[C:24]3[C:19](=[CH:20][CH:21]=[CH:22][C:23]=3[NH:27][C:28](=[O:30])[CH3:29])[C:18]2=[O:31])[CH2:13][CH:14]([OH:16])[CH3:15])[CH:7]=[CH:8][C:9]=1[O:10][CH3:11])[CH3:2].C1C=CC(N=NC2C=CC(N)=NC=2N)=CC=1.Cl.[Cr](Cl)([O-])(=O)=O.